Regression/Classification. Given a drug SMILES string, predict its absorption, distribution, metabolism, or excretion properties. Task type varies by dataset: regression for continuous measurements (e.g., permeability, clearance, half-life) or binary classification for categorical outcomes (e.g., BBB penetration, CYP inhibition). For this dataset (solubility_aqsoldb), we predict Y. From a dataset of Aqueous solubility values for 9,982 compounds from the AqSolDB database. (1) The drug is NCCCCCCN. The Y is 0.739 log mol/L. (2) The drug is COC1=CCC2=C(CC[C@@H]3[C@@H]2CC[C@]2(C)[C@@H](O)CC[C@@H]32)C1. The Y is -4.76 log mol/L. (3) The molecule is FC(F)C(F)(F)F. The Y is -1.42 log mol/L. (4) The compound is O=C(Nc1ccc2[nH]c(=O)[nH]c2c1)C1=Cc2ccccc2/C(=N/Nc2cc(Cl)ccc2Cl)C1=O. The Y is -7.46 log mol/L. (5) The molecule is CCc1ccncc1. The Y is -0.000600 log mol/L. (6) The drug is NCC(=O)NCC(=O)Nc1ccc(S(=O)(=O)Nc2nnc(S(N)(=O)=O)s2)cc1. The Y is -1.29 log mol/L. (7) The molecule is COS(=O)(=O)OC. The Y is -0.654 log mol/L. (8) The drug is O=C[O-].[K+]. The Y is 0.929 log mol/L.